This data is from Merck oncology drug combination screen with 23,052 pairs across 39 cell lines. The task is: Regression. Given two drug SMILES strings and cell line genomic features, predict the synergy score measuring deviation from expected non-interaction effect. (1) Drug 1: N#Cc1ccc(Cn2cncc2CN2CCN(c3cccc(Cl)c3)C(=O)C2)cc1. Drug 2: Cn1c(=O)n(-c2ccc(C(C)(C)C#N)cc2)c2c3cc(-c4cnc5ccccc5c4)ccc3ncc21. Cell line: A427. Synergy scores: synergy=34.3. (2) Drug 1: CS(=O)(=O)CCNCc1ccc(-c2ccc3ncnc(Nc4ccc(OCc5cccc(F)c5)c(Cl)c4)c3c2)o1. Drug 2: CCc1c2c(nc3ccc(O)cc13)-c1cc3c(c(=O)n1C2)COC(=O)C3(O)CC. Cell line: EFM192B. Synergy scores: synergy=22.6. (3) Drug 1: N#Cc1ccc(Cn2cncc2CN2CCN(c3cccc(Cl)c3)C(=O)C2)cc1. Drug 2: CC(C)CC(NC(=O)C(Cc1ccccc1)NC(=O)c1cnccn1)B(O)O. Cell line: A2780. Synergy scores: synergy=-8.25. (4) Drug 1: CN(C)C(=N)N=C(N)N. Drug 2: Cn1c(=O)n(-c2ccc(C(C)(C)C#N)cc2)c2c3cc(-c4cnc5ccccc5c4)ccc3ncc21. Cell line: UACC62. Synergy scores: synergy=17.3. (5) Drug 1: CN1C(=O)C=CC2(C)C3CCC4(C)C(NC(=O)OCC(F)(F)F)CCC4C3CCC12. Drug 2: COC12C(COC(N)=O)C3=C(C(=O)C(C)=C(N)C3=O)N1CC1NC12. Cell line: LNCAP. Synergy scores: synergy=-8.14. (6) Drug 1: C=CCn1c(=O)c2cnc(Nc3ccc(N4CCN(C)CC4)cc3)nc2n1-c1cccc(C(C)(C)O)n1. Drug 2: CC(C)CC(NC(=O)C(Cc1ccccc1)NC(=O)c1cnccn1)B(O)O. Cell line: ES2. Synergy scores: synergy=-18.6.